This data is from Forward reaction prediction with 1.9M reactions from USPTO patents (1976-2016). The task is: Predict the product of the given reaction. (1) Given the reactants C(OC(=O)[NH:10][CH:11]1[C:16](=[O:17])[N:15]2[CH:18]([CH2:26][C:27]3[CH:32]=[CH:31][C:30]([Cl:33])=[CH:29][CH:28]=3)[C:19](=[O:25])[N:20]([CH:22]([CH3:24])[CH3:23])[CH2:21][CH:14]2[N:13]([S:34]([C:37]2[CH:42]=[CH:41][C:40]([Cl:43])=[CH:39][C:38]=2[Cl:44])(=[O:36])=[O:35])[CH2:12]1)C1C=CC=CC=1.Br.C(=O)([O-])[O-].[Na+].[Na+], predict the reaction product. The product is: [NH2:10][CH:11]1[C:16](=[O:17])[N:15]2[CH:18]([CH2:26][C:27]3[CH:32]=[CH:31][C:30]([Cl:33])=[CH:29][CH:28]=3)[C:19](=[O:25])[N:20]([CH:22]([CH3:23])[CH3:24])[CH2:21][CH:14]2[N:13]([S:34]([C:37]2[CH:42]=[CH:41][C:40]([Cl:43])=[CH:39][C:38]=2[Cl:44])(=[O:36])=[O:35])[CH2:12]1. (2) Given the reactants [C:1]12([CH2:11][C:12](O)=[O:13])[CH2:10][CH:5]3[CH2:6][CH:7]([CH2:9][CH:3]([CH2:4]3)[CH2:2]1)[CH2:8]2.C(N(C(C)C)CC)(C)C.CN(C(ON1N=NC2C=CC=CC1=2)=[N+](C)C)C.F[P-](F)(F)(F)(F)F.[Cl:48][C:49]1[CH:58]=[CH:57][C:52]([C:53](=[N:55]O)[NH2:54])=[CH:51][CH:50]=1, predict the reaction product. The product is: [C:1]12([CH2:11][C:12]3[O:13][N:55]=[C:53]([C:52]4[CH:57]=[CH:58][C:49]([Cl:48])=[CH:50][CH:51]=4)[N:54]=3)[CH2:2][CH:3]3[CH2:4][CH:5]([CH2:6][CH:7]([CH2:9]3)[CH2:8]1)[CH2:10]2.